From a dataset of Peptide-MHC class I binding affinity with 185,985 pairs from IEDB/IMGT. Regression. Given a peptide amino acid sequence and an MHC pseudo amino acid sequence, predict their binding affinity value. This is MHC class I binding data. (1) The peptide sequence is LLKDLMPFV. The MHC is HLA-B08:01 with pseudo-sequence HLA-B08:01. The binding affinity (normalized) is 0.0847. (2) The peptide sequence is FRRFTQAIY. The MHC is HLA-B39:01 with pseudo-sequence HLA-B39:01. The binding affinity (normalized) is 0.0847. (3) The peptide sequence is WMNRLIAFA. The MHC is HLA-A02:03 with pseudo-sequence HLA-A02:03. The binding affinity (normalized) is 0.890. (4) The binding affinity (normalized) is 0.258. The peptide sequence is YLVTRHADV. The MHC is HLA-A68:02 with pseudo-sequence HLA-A68:02. (5) The peptide sequence is STFWPCLLR. The MHC is HLA-A31:01 with pseudo-sequence HLA-A31:01. The binding affinity (normalized) is 0.984. (6) The MHC is H-2-Kb with pseudo-sequence H-2-Kb. The binding affinity (normalized) is 0.122. The peptide sequence is LVIFNTKPI. (7) The peptide sequence is ILISLINSL. The MHC is HLA-A68:02 with pseudo-sequence HLA-A68:02. The binding affinity (normalized) is 0.313. (8) The peptide sequence is MKWMMAMKY. The MHC is HLA-B58:01 with pseudo-sequence HLA-B58:01. The binding affinity (normalized) is 0.0847.